Dataset: Forward reaction prediction with 1.9M reactions from USPTO patents (1976-2016). Task: Predict the product of the given reaction. (1) Given the reactants [CH:1]1([CH2:7][C:8]2[N:9]=[C:10]([C:13]3[O:17][C:16]([CH2:18][C:19]([CH3:24])([CH3:23])[C:20]([OH:22])=[O:21])=[N:15][N:14]=3)[S:11][CH:12]=2)[CH2:6][CH2:5][CH2:4][CH2:3][CH2:2]1.Br[C:26]1[CH:31]=[CH:30][C:29]([S:32]([NH:35][C@@H:36]([CH3:41])[C:37]([F:40])([F:39])[F:38])(=[O:34])=[O:33])=[CH:28][C:27]=1[O:42][C:43]([F:46])([F:45])[F:44], predict the reaction product. The product is: [CH:1]1([CH2:7][C:8]2[N:9]=[C:10]([C:13]3[O:17][C:16]([CH2:18][C:19]([CH3:24])([CH3:23])[C:20]([OH:22])=[O:21])=[N:15][N:14]=3)[S:11][C:12]=2[C:26]2[CH:31]=[CH:30][C:29]([S:32](=[O:34])(=[O:33])[NH:35][C@@H:36]([CH3:41])[C:37]([F:39])([F:38])[F:40])=[CH:28][C:27]=2[O:42][C:43]([F:46])([F:44])[F:45])[CH2:2][CH2:3][CH2:4][CH2:5][CH2:6]1. (2) Given the reactants C([O:5][C:6](=[O:28])[CH2:7][C@H:8]([C:18]1[O:19][C:20]([CH3:27])=[C:21]([C:23]([O:25][CH3:26])=[O:24])[N:22]=1)[CH2:9][CH2:10][CH2:11][CH:12]1[CH2:17][CH2:16][CH2:15][CH2:14][CH2:13]1)(C)(C)C.FC(F)(F)C(O)=O, predict the reaction product. The product is: [CH:12]1([CH2:11][CH2:10][CH2:9][C@@H:8]([C:18]2[O:19][C:20]([CH3:27])=[C:21]([C:23]([O:25][CH3:26])=[O:24])[N:22]=2)[CH2:7][C:6]([OH:28])=[O:5])[CH2:13][CH2:14][CH2:15][CH2:16][CH2:17]1.